This data is from Reaction yield outcomes from USPTO patents with 853,638 reactions. The task is: Predict the reaction yield, written as a fraction of the theoretical maximum amount of product (1.0 means a 100% yield; for example, 0.34 means a 34% yield). The reactants are [F:1][C:2]1[CH:10]=[CH:9][C:5]([C:6]([O-:8])=[O:7])=[C:4](OC)[CH:3]=1.[OH-].[Na+].[CH3:15]O. No catalyst specified. The product is [F:1][C:2]1[CH:10]=[CH:9][C:5]([C:6]([OH:8])=[O:7])=[C:4]([CH3:15])[CH:3]=1. The yield is 0.850.